This data is from Forward reaction prediction with 1.9M reactions from USPTO patents (1976-2016). The task is: Predict the product of the given reaction. Given the reactants [C:1]([C:3]1[CH:4]=[C:5]([NH:9][C:10](=[O:33])[NH:11][C:12]2[CH:17]=[CH:16][C:15]([S:18]([NH:21][CH2:22][C:23]3[CH:28]=[CH:27][C:26]([S:29](=[O:32])(=[O:31])[NH2:30])=[CH:25][CH:24]=3)(=[O:20])=[O:19])=[CH:14][CH:13]=2)[CH:6]=[CH:7][CH:8]=1)#[N:2].[N:34]1([C:40](=[O:43])[CH2:41][CH3:42])[CH2:39][CH2:38][NH:37][CH2:36][CH2:35]1, predict the reaction product. The product is: [NH:2]=[C:1]([N:37]1[CH2:38][CH2:39][N:34]([C:40](=[O:43])[CH2:41][CH3:42])[CH2:35][CH2:36]1)[C:3]1[CH:4]=[C:5]([NH:9][C:10](=[O:33])[NH:11][C:12]2[CH:17]=[CH:16][C:15]([S:18]([NH:21][CH2:22][C:23]3[CH:28]=[CH:27][C:26]([S:29](=[O:32])(=[O:31])[NH2:30])=[CH:25][CH:24]=3)(=[O:20])=[O:19])=[CH:14][CH:13]=2)[CH:6]=[CH:7][CH:8]=1.